Dataset: Forward reaction prediction with 1.9M reactions from USPTO patents (1976-2016). Task: Predict the product of the given reaction. (1) Given the reactants O=[C:2]([CH2:14][CH2:15][CH:16]=[CH2:17])[CH2:3][CH2:4][CH2:5][NH:6][C:7](=[O:13])[O:8][C:9]([CH3:12])([CH3:11])[CH3:10].[C:18]([O-:21])(=O)[CH3:19].[CH3:22][NH3+:23].[C:24]([N+:28]#[C-])([CH3:27])([CH3:26])[CH3:25].Cl.FC(F)(F)[CH2:33][OH:34], predict the reaction product. The product is: [C:24]([NH:28][C:33]([C:2]([N:23]([CH3:22])[C:18](=[O:21])[CH3:19])([CH2:14][CH2:15][CH:16]=[CH2:17])[CH2:3][CH2:4][CH2:5][NH:6][C:7](=[O:13])[O:8][C:9]([CH3:12])([CH3:11])[CH3:10])=[O:34])([CH3:25])([CH3:26])[CH3:27]. (2) Given the reactants [NH2:1][C:2]1[CH:7]=[CH:6][C:5]([CH3:8])=[CH:4][N:3]=1.[CH3:9][C:10]([O:13][C:14](O[C:14]([O:13][C:10]([CH3:12])([CH3:11])[CH3:9])=[O:15])=[O:15])([CH3:12])[CH3:11], predict the reaction product. The product is: [C:10]([O:13][C:14]([NH:1][C:2]1[CH:7]=[CH:6][C:5]([CH3:8])=[CH:4][N:3]=1)=[O:15])([CH3:12])([CH3:11])[CH3:9]. (3) Given the reactants [NH2:1][C:2]1[N:11]=[CH:10][C:9]2[C:8](SC)=[N:7][CH:6]=[N:5][C:4]=2[CH:3]=1.[F:14][C:15]([F:25])([F:24])[C:16]1[CH:23]=[CH:22][CH:21]=[CH:20][C:17]=1[CH2:18][NH2:19], predict the reaction product. The product is: [NH2:1][C:2]1[N:11]=[CH:10][C:9]2[C:8]([NH:19][CH2:18][C:17]3[CH:20]=[CH:21][CH:22]=[CH:23][C:16]=3[C:15]([F:14])([F:24])[F:25])=[N:7][CH:6]=[N:5][C:4]=2[CH:3]=1. (4) Given the reactants [CH2:1]([NH2:6])[CH2:2][CH2:3][C:4]#[CH:5].C(N(CC)CC)C.[C:14](O[C:14]([O:16][C:17]([CH3:20])([CH3:19])[CH3:18])=[O:15])([O:16][C:17]([CH3:20])([CH3:19])[CH3:18])=[O:15], predict the reaction product. The product is: [C:17]([O:16][C:14](=[O:15])[NH:6][CH2:1][CH2:2][CH2:3][C:4]#[CH:5])([CH3:20])([CH3:19])[CH3:18]. (5) Given the reactants [C:1]([O:5][C:6]([N:8]1[CH2:13][CH2:12][CH:11]([N:14]2[C@H:18]([C:19]3[CH:24]=[CH:23][CH:22]=[CH:21][CH:20]=3)[CH2:17][NH:16][C:15]2=[O:25])[CH2:10][CH2:9]1)=[O:7])([CH3:4])([CH3:3])[CH3:2].[H-].[Na+].Cl[C:29]([O:31][CH3:32])=[O:30], predict the reaction product. The product is: [C:1]([O:5][C:6]([N:8]1[CH2:9][CH2:10][CH:11]([N:14]2[C@H:18]([C:19]3[CH:20]=[CH:21][CH:22]=[CH:23][CH:24]=3)[CH2:17][N:16]([C:29]([O:31][CH3:32])=[O:30])[C:15]2=[O:25])[CH2:12][CH2:13]1)=[O:7])([CH3:4])([CH3:2])[CH3:3]. (6) Given the reactants ClC1C=CC=C(C(OO)=[O:9])C=1.C(Cl)(Cl)Cl.[CH:16]([C:20]1[C:21]([NH:33][CH2:34][C:35]([F:38])([F:37])[F:36])=[N:22][C:23]([N:28]2[CH:32]=[CH:31][CH:30]=[N:29]2)=[N:24][C:25]=1[S:26][CH3:27])([CH2:18][CH3:19])[CH3:17].[OH2:39], predict the reaction product. The product is: [CH:16]([C:20]1[C:21]([NH:33][CH2:34][C:35]([F:37])([F:38])[F:36])=[N:22][C:23]([N:28]2[CH:32]=[CH:31][CH:30]=[N:29]2)=[N:24][C:25]=1[S:26]([CH3:27])(=[O:9])=[O:39])([CH2:18][CH3:19])[CH3:17]. (7) Given the reactants [C:1]([O:9][CH2:10][C:11]#[CH:12])(=[O:8])[C:2]1[CH:7]=[CH:6][CH:5]=[CH:4][CH:3]=1.C(N(CC)CC)C.[CH:20](=[N:22][OH:23])[CH3:21].Cl[O-].[Na+], predict the reaction product. The product is: [C:1]([O:9][CH2:10][C:11]1[O:23][N:22]=[C:20]([CH3:21])[CH:12]=1)(=[O:8])[C:2]1[CH:7]=[CH:6][CH:5]=[CH:4][CH:3]=1. (8) Given the reactants [Cl:1][C:2]1[C:11]([NH:12][C:13](=O)[CH2:14][O:15][CH2:16][CH3:17])=[C:10]([NH:19][CH2:20][CH2:21][CH2:22][C:23]#[CH:24])[C:9]2[C:4](=[CH:5][CH:6]=[CH:7][CH:8]=2)[N:3]=1.C(=O)([O-])[O-].[K+].[K+], predict the reaction product. The product is: [Cl:1][C:2]1[C:11]2[N:12]=[C:13]([CH2:14][O:15][CH2:16][CH3:17])[N:19]([CH2:20][CH2:21][CH2:22][C:23]#[CH:24])[C:10]=2[C:9]2[CH:8]=[CH:7][CH:6]=[CH:5][C:4]=2[N:3]=1. (9) Given the reactants [C:1]([C:3]1[C:4]([C:17]2[CH:22]=[CH:21][C:20]([Cl:23])=[C:19]([Cl:24])[CH:18]=2)=[C:5]([C:12]([O:14][CH2:15][CH3:16])=[O:13])[S:6][C:7]=1S(C)(=O)=O)#[N:2].[NH:25]1[CH2:30][CH2:29][O:28][CH2:27][CH2:26]1, predict the reaction product. The product is: [C:1]([C:3]1[C:4]([C:17]2[CH:22]=[CH:21][C:20]([Cl:23])=[C:19]([Cl:24])[CH:18]=2)=[C:5]([C:12]([O:14][CH2:15][CH3:16])=[O:13])[S:6][C:7]=1[N:25]1[CH2:30][CH2:29][O:28][CH2:27][CH2:26]1)#[N:2].